Task: Binary Classification. Given a miRNA mature sequence and a target amino acid sequence, predict their likelihood of interaction.. Dataset: Experimentally validated miRNA-target interactions with 360,000+ pairs, plus equal number of negative samples (1) The miRNA is hsa-miR-6884-3p with sequence CCCAUCACCUUUCCGUCUCCCCU. The protein sequence of the target gene is MASSQTSQTVAAHVPFADLCSTLERIQKGKDRAEKIRHFKEFLDSWRKFHDALHKNRKDVTDSFYPAMRLILPQLERERMAYGIKETMLAKLYIELLNLPREGKDAQKLLNYRTPSGARTDAGDFAMIAYFVLKPRCLQKGSLTIQQVNELLDLVASNNSGKKKDLVKKSLLQLITQSSALEQKWLIRMIIKDLKLGISQQTIFSIFHNDAVELHNVTTDLEKVCRQLHDPSVGLSDISITLFSAFKPMLAAVADVERVEKDMKQQSFYIETKLDGERMQMHKDGALYRYFSRNGYNYTD.... Result: 0 (no interaction). (2) The miRNA is hsa-miR-3200-5p with sequence AAUCUGAGAAGGCGCACAAGGU. The protein sequence of the target gene is MMTKVLGMAPVLGPRPPQEQVGPLMVKVEEKEEKGKYLPSLEMFRQRFRQFGYHDTPGPREALSQLRVLCCEWLRPEIHTKEQILELLVLEQFLTILPQELQAWVQEHCPESAEEAVTLLEDLERELDEPGHQVSTPPNEQKPVWEKISSSGTAKESPSSMQPQPLETSHKYESWGPLYIQESGEEQEFAQDPRKVRDCRLSTQHEESADEQKGSEAEGLKGDIISVIIANKPEASLERQCVNLENEKGTKPPLQEAGSKKGRESVPTKPTPGERRYICAECGKAFSNSSNLTKHRRTHT.... Result: 0 (no interaction). (3) The miRNA is hsa-miR-6864-5p with sequence UUGAAGGGACAAGUCAGAUAUGCC. The protein sequence of the target gene is MSSDVPLLNDYKQDFLLKRFPQTVLGGPRLKLGYCAPPYIYVNQIVLFLMPWALGGTGTLLYQLDILRDYTAAALSGGLMVFTAAVIQLISVYARSKPVVVRRMRTRDILAEEDQHEFTSCAGAETVKFLIPGKKYVANTVFHSVLAGLVCGLGTWYLLPNRVTLLYGSPGATAVLFVFGWITLCIGEYSLIVNTATETATFQTQDTYEITPLMRPLYIFFFVSVDLAHRFIVNIPALEQMNQILHILFVLLPFLWALGTLPPPDALLFWAVEQVLEFGLGGSSMSTHLRLLVMFIVSAG.... Result: 0 (no interaction). (4) Result: 0 (no interaction). The miRNA is hsa-miR-675-5p with sequence UGGUGCGGAGAGGGCCCACAGUG. The protein sequence of the target gene is MDPARKAGAQAMIWTAGWLLLLLLRGGAQALECYSCVQKADDGCSPNKMKTVKCAPGVDVCTEAVGAVETIHGQFSLAVRGCGSGLPGKNDRGLDLHGLLAFIQLQQCAQDRCNAKLNLTSRALDPAGNESAYPPNGVECYSCVGLSREACQGTSPPVVSCYNASDHVYKGCFDGNVTLTAANVTVSLPVRGCVQDEFCTRDGVTGPGFTLSGSCCQGSRCNSDLRNKTYFSPRIPPLVRLPPPEPTTVASTTSVTTSTSAPVRPTSTTKPMPAPTSQTPRQGVEHEASRDEEPRLTGGA.... (5) The miRNA is hsa-miR-155-5p with sequence UUAAUGCUAAUCGUGAUAGGGGUU. The protein sequence of the target gene is MQIPRAALLPLLLLLLAAPASAQLSRAGRSAPLAAGCPDRCEPARCPPQPEHCEGGRARDACGCCEVCGAPEGAACGLQEGPCGEGLQCVVPFGVPASATVRRRAQAGLCVCASSEPVCGSDANTYANLCQLRAASRRSERLHRPPVIVLQRGACGQGQEDPNSLRHKYNFIADVVEKIAPAVVHIELFRKLPFSKREVPVASGSGFIVSEDGLIVTNAHVVTNKHRVKVELKNGATYEAKIKDVDEKADIALIKIDHQGKLPVLLLGRSSELRPGEFVVAIGSPFSLQNTVTTGIVSTT.... Result: 1 (interaction). (6) The miRNA is hsa-miR-96-5p with sequence UUUGGCACUAGCACAUUUUUGCU. The protein sequence of the target gene is MAGGGSDLSTRGLNGGVSQVANEMNHLPAHSQSLQRLFTEDQDVDEGLVYDTVFKHFKRHKLEISNAIKKTFPFLEGLRDRELITNKMFEDSEDSCRNLVPVQRVVYNVLSELEKTFNLSVLEALFSEVNMQEYPDLIHIYKSFKNAIQDKLSFQESDRKEREERPDIKLSLKQGEVPESPEARKESDQACGKMDTVDIANNSTLGKPKRKRRKKKGHGWSRMGTRTQKNNQQNDNSKADGQLVSSEKKANMNLKDLSKIRGRKRGKPGTHFTQSDRAPQKRVRSRASRKHKDETVDFQA.... Result: 0 (no interaction). (7) The miRNA is hsa-miR-4456 with sequence CCUGGUGGCUUCCUUUU. The protein sequence of the target gene is MRSPRTRGRPGRPLSLLLALLCALRAKVCGASGQFELEILSMQNVNGELQNGNCCGGVRNPGDRKCTRDECDTYFKVCLKEYQSRVTAGGPCSFGSGSTPVIGGNTFNLKASRGNDRNRIVLPFSFAWPRSYTLLVEAWDSSNDTIQPDSIIEKASHSGMINPSRQWQTLKQNTGIAHFEYQIRVTCDDHYYGFGCNKFCRPRDDFFGHYACDQNGNKTCMEGWMGPDCNKAICRQGCSPKHGSCKLPGDCRCQYGWQGLYCDKCIPHPGCVHGTCNEPWQCLCETNWGGQLCDKDLNYC.... Result: 0 (no interaction). (8) The miRNA is mmu-miR-3065-5p with sequence UCAACAAAAUCACUGAUGCUGG. The protein sequence of the target gene is MTSLLGLAVRLLLFQPALMVFWASQVRQNCRNGSYEISVLMMDNSAYKEPMQNLREAVEEGLDIVRKRLREADLNVTVNATFIYSDGLIHKSGDCRSSTCEGLDLLREITRDHKMGCALMGPSCTYSTFQMYLDTELNYPMISAGSYGLSCDYKETLTRILPPARKLMYFLVDFWKVNNASFKPFSWNSSYVYKNGSEPEDCFWYLNALEAGVSYFSEVLNFKDVLRRSEQFQEILTGHNRKSNVIVMCGTPESFYDVKGDLQVAEDTVVILVDLFSNHYFEENTTAPEYMDNVLVLTLP.... Result: 1 (interaction). (9) The miRNA is gga-miR-124a-3p with sequence UUAAGGCACGCGGUGAAUGCCA. The protein sequence of the target gene is MAAAEAGGDDARCVRLSAERAQALLADVDTLLFDCDGVLWRGETAVPGAPEALRALRARGKRLGFITNNSSKTRAAYAEKLRRLGFGGPAGPGASLEVFGTAYCTALYLRQRLAGAPAPKAYVLGSPALAAELEAVGVASVGVGPEPLQGEGPGDWLHAPLEPDVRAVVVGFDPHFSYMKLTKALRYLQQPGCLLVGTNMDNRLPLENGRFIAGTGCLVRAVEMAAQRQADIIGKPSRFIFDCVSQEYGINPERTVMVGDRLDTDILLGATCGLKTILTLTGVSTLGDVKNNQESDCVSK.... Result: 0 (no interaction).